Predict which catalyst facilitates the given reaction. From a dataset of Catalyst prediction with 721,799 reactions and 888 catalyst types from USPTO. (1) Reactant: [Cl:1][C:2]1[CH:27]=[CH:26][C:5]([O:6][CH2:7][C:8]([N:10]2[CH2:15][C@H:14]([CH3:16])[N:13]([CH2:17][C:18]3[CH:23]=[CH:22][C:21]([F:24])=[CH:20][CH:19]=3)[CH2:12][C@H:11]2[CH3:25])=[O:9])=[C:4]([CH2:28]O)[CH:3]=1.S(Cl)([Cl:32])=O. Product: [Cl:1][C:2]1[CH:27]=[CH:26][C:5]([O:6][CH2:7][C:8]([N:10]2[CH2:15][CH:14]([CH3:16])[N:13]([CH2:17][C:18]3[CH:23]=[CH:22][C:21]([F:24])=[CH:20][CH:19]=3)[CH2:12][CH:11]2[CH3:25])=[O:9])=[C:4]([CH2:28][Cl:32])[CH:3]=1. The catalyst class is: 2. (2) Reactant: [Br:1][C:2]1[CH:10]=[CH:9][C:5]([C:6]([OH:8])=[O:7])=[CH:4][CH:3]=1.CN(C1C=CC=CN=1)C.C(=O)(O[C:22]([CH3:25])([CH3:24])[CH3:23])O[C:22]([CH3:25])([CH3:24])[CH3:23]. Product: [Br:1][C:2]1[CH:10]=[CH:9][C:5]([C:6]([O:8][C:22]([CH3:25])([CH3:24])[CH3:23])=[O:7])=[CH:4][CH:3]=1. The catalyst class is: 107. (3) Reactant: [NH2:1][C:2]1[C:3]([C:21]([NH:23][CH3:24])=[O:22])=[N:4][C:5]([C:8]2[CH:13]=[CH:12][C:11]([O:14]C3CCCCO3)=[CH:10][CH:9]=2)=[CH:6][N:7]=1.Cl.[OH2:26]. Product: [NH2:1][C:2]1[C:3]([C:21]([NH:23][CH3:24])=[O:22])=[N:4][C:5]([C:8]2[CH:13]=[CH:12][C:11]([O:14][OH:26])=[CH:10][CH:9]=2)=[CH:6][N:7]=1. The catalyst class is: 5. (4) Reactant: [F:1][C:2]([F:22])([F:21])[C:3]1[CH:4]=[C:5]([C:9]2[CH:20]=[CH:19][C:12]3[N:13]4[CH2:18][C@@H:16]([NH:17][C:11]=3[CH:10]=2)[CH2:15][CH2:14]4)[CH:6]=[CH:7][CH:8]=1.[N:23]1[CH:28]=[CH:27][CH:26]=[CH:25][C:24]=1[NH:29][C:30](=O)[O:31]C1C=CC=CC=1. Product: [N:23]1[CH:28]=[CH:27][CH:26]=[CH:25][C:24]=1[NH:29][C:30]([N:17]1[C@@H:16]2[CH2:18][N:13]([CH2:14][CH2:15]2)[C:12]2[CH:19]=[CH:20][C:9]([C:5]3[CH:6]=[CH:7][CH:8]=[C:3]([C:2]([F:1])([F:21])[F:22])[CH:4]=3)=[CH:10][C:11]1=2)=[O:31]. The catalyst class is: 649. (5) Reactant: Br[C:2]1[CH2:6][CH:5]([C:7]([NH2:9])=[O:8])[O:4][N:3]=1.[F:10][C:11]([F:26])([F:25])[O:12][C:13]1[CH:14]=[C:15]([N:19]2[CH2:24][CH2:23][NH:22][CH2:21][CH2:20]2)[CH:16]=[CH:17][CH:18]=1.CCN(C(C)C)C(C)C.Cl. Product: [F:26][C:11]([F:10])([F:25])[O:12][C:13]1[CH:14]=[C:15]([N:19]2[CH2:20][CH2:21][N:22]([C:2]3[CH2:6][CH:5]([C:7]([NH2:9])=[O:8])[O:4][N:3]=3)[CH2:23][CH2:24]2)[CH:16]=[CH:17][CH:18]=1. The catalyst class is: 8. (6) Reactant: [BH4-].[Na+].[Cl-].[Ca+2].[Cl-].[Cl:6][C:7]1[N:17]=[CH:16][C:15]([CH2:18][N:19]2[C:23]([CH3:24])=[C:22]([C:25]3[CH:30]=[CH:29][CH:28]=[C:27]([C:31]#[N:32])[CH:26]=3)[C:21]([C:33]#[N:34])=[C:20]2[CH3:35])=[CH:14][C:8]=1[C:9](OCC)=[O:10].C(O)(=O)CC(CC(O)=O)(C(O)=O)O. Product: [Cl:6][C:7]1[N:17]=[CH:16][C:15]([CH2:18][N:19]2[C:23]([CH3:24])=[C:22]([C:25]3[CH:30]=[CH:29][CH:28]=[C:27]([C:31]#[N:32])[CH:26]=3)[C:21]([C:33]#[N:34])=[C:20]2[CH3:35])=[CH:14][C:8]=1[CH2:9][OH:10]. The catalyst class is: 353. (7) Reactant: [CH3:1][C:2]1[S:14][C:5]2[C:6](=O)[C:7]3[S:8][C:9]([CH3:12])=[CH:10][C:11]=3[C:4]=2[CH:3]=1.C(O)COCCO.O.NN.[OH-].[K+]. Product: [CH3:12][C:9]1[S:8][C:7]2[CH2:6][C:5]3[S:14][C:2]([CH3:1])=[CH:3][C:4]=3[C:11]=2[CH:10]=1. The catalyst class is: 6.